This data is from Forward reaction prediction with 1.9M reactions from USPTO patents (1976-2016). The task is: Predict the product of the given reaction. (1) Given the reactants N#N.[CH3:3][O:4][C:5](=[O:27])[CH:6]([NH:15][C:16](=[O:26])[CH2:17][NH:18][C:19]([O:21][C:22]([CH3:25])([CH3:24])[CH3:23])=[O:20])[CH:7](O)[C:8]1[CH:13]=[CH:12][CH:11]=[CH:10][CH:9]=1.CC(OI1(OC(C)=O)(OC(C)=O)OC(=O)C2C=CC=CC1=2)=O.C1(P(C2C=CC=CC=2)C2C=CC=CC=2)C=CC=CC=1.II.CCN(CC)CC, predict the reaction product. The product is: [CH3:3][O:4][C:5]([C:6]1[N:15]=[C:16]([CH2:17][NH:18][C:19]([O:21][C:22]([CH3:25])([CH3:24])[CH3:23])=[O:20])[O:26][C:7]=1[C:8]1[CH:13]=[CH:12][CH:11]=[CH:10][CH:9]=1)=[O:27]. (2) Given the reactants [N:1]1([C:8]2[N:13]=[C:12](Cl)[N:11]=[C:10]([NH:15][C@@H:16]3[CH2:21][CH2:20][C@H:19]([C:22]([OH:24])=[O:23])[CH2:18][CH2:17]3)[N:9]=2)[CH2:7][CH2:6][CH2:5][CH2:4][CH2:3][CH2:2]1.[CH3:25][NH2:26].Cl, predict the reaction product. The product is: [N:1]1([C:8]2[N:13]=[C:12]([NH:26][CH3:25])[N:11]=[C:10]([NH:15][C@@H:16]3[CH2:21][CH2:20][C@H:19]([C:22]([OH:24])=[O:23])[CH2:18][CH2:17]3)[N:9]=2)[CH2:7][CH2:6][CH2:5][CH2:4][CH2:3][CH2:2]1. (3) Given the reactants [NH2:1][C:2]1[CH:10]=[CH:9][C:5]([C:6]([OH:8])=[O:7])=[CH:4][N:3]=1.[CH3:11][Si](C=[N+]=[N-])(C)C, predict the reaction product. The product is: [NH2:1][C:2]1[CH:10]=[CH:9][C:5]([C:6]([O:8][CH3:11])=[O:7])=[CH:4][N:3]=1. (4) Given the reactants [CH3:1][O:2][C:3]1[CH:4]=[C:5]2[C:10](=[CH:11][C:12]=1[O:13][CH3:14])[C:9]([CH3:15])=[N:8][CH2:7][CH2:6]2.[Br:16][C:17]1[CH:22]=[CH:21][C:20]([CH2:23]Br)=[CH:19][CH:18]=1, predict the reaction product. The product is: [Br:16][C:17]1[CH:22]=[CH:21][C:20]([CH2:23][CH2:15][C@H:9]2[C:10]3[C:5](=[CH:4][C:3]([O:2][CH3:1])=[C:12]([O:13][CH3:14])[CH:11]=3)[CH2:6][CH2:7][NH:8]2)=[CH:19][CH:18]=1. (5) Given the reactants C(OC([NH:8][C@H:9]([C:14]([N:16]([CH3:29])[CH:17]([CH2:26][CH:27]=[CH2:28])/[CH:18]=[C:19](\[CH3:25])/[C:20]([O:22][CH2:23][CH3:24])=[O:21])=[O:15])[C:10]([CH3:13])([CH3:12])[CH3:11])=O)(C)(C)C.Cl.O1CCOCC1, predict the reaction product. The product is: [CH3:25]/[C:19](=[CH:18]\[CH:17]([N:16]([CH3:29])[C:14](=[O:15])[C@H:9]([C:10]([CH3:13])([CH3:12])[CH3:11])[NH2:8])[CH2:26][CH:27]=[CH2:28])/[C:20]([O:22][CH2:23][CH3:24])=[O:21]. (6) The product is: [CH3:9][O:8][C:6]([C:5]1[CH:10]=[CH:11][C:2]([NH:18][CH2:12][CH2:13][CH2:14][CH2:15][CH2:16][CH3:17])=[CH:3][CH:4]=1)=[O:7]. Given the reactants Cl[C:2]1[CH:11]=[CH:10][C:5]([C:6]([O:8][CH3:9])=[O:7])=[CH:4][CH:3]=1.[CH2:12]([NH2:18])[CH2:13][CH2:14][CH2:15][CH2:16][CH3:17].[O-]P([O-])([O-])=O.[K+].[K+].[K+], predict the reaction product. (7) Given the reactants C[O:2][C:3](=[O:37])[C:4]([CH3:36])([CH3:35])[CH2:5][C:6]1[CH:11]=[C:10]([CH3:12])[C:9]([C:13]2[NH:17][C:16]3[CH:18]=[C:19]([C:22]4[O:23][C:24]([C:27]5[CH:32]=[CH:31][CH:30]=[CH:29][C:28]=5[CH3:33])=[N:25][N:26]=4)[CH:20]=[CH:21][C:15]=3[N:14]=2)=[C:8]([CH3:34])[CH:7]=1.[OH-].[Na+].Cl, predict the reaction product. The product is: [CH3:12][C:10]1[CH:11]=[C:6]([CH2:5][C:4]([CH3:36])([CH3:35])[C:3]([OH:37])=[O:2])[CH:7]=[C:8]([CH3:34])[C:9]=1[C:13]1[NH:17][C:16]2[CH:18]=[C:19]([C:22]3[O:23][C:24]([C:27]4[CH:32]=[CH:31][CH:30]=[CH:29][C:28]=4[CH3:33])=[N:25][N:26]=3)[CH:20]=[CH:21][C:15]=2[N:14]=1.